This data is from Full USPTO retrosynthesis dataset with 1.9M reactions from patents (1976-2016). The task is: Predict the reactants needed to synthesize the given product. Given the product [CH:32]1[C:37]([C@@H:38]([OH:44])[C@H:39]([NH2:43])[C:40]([OH:42])=[O:41])=[CH:36][C:35]([OH:45])=[C:34]([OH:46])[CH:33]=1, predict the reactants needed to synthesize it. The reactants are: CC(CCC[C@H]([C@@H]1[C@]2(C)[C@H]([C@H]3[C@H](CC2)[C@]2(C)C(C[C@H](CC2)O)=CC3)CC1)C)C.[Cl-].[Cl-].[Ca+2].[CH:32]1[C:37]([C@@H:38]([OH:44])[C@H:39]([NH2:43])[C:40]([OH:42])=[O:41])=[CH:36][C:35]([OH:45])=[C:34]([OH:46])[CH:33]=1.CC(CCC[C@H]([C@@H]1[C@]2(C)[C@H]([C@H]3[C@H](CC2)[C@]2(C)C(C[C@H](CC2)O)=CC3)CC1)C)C.[Ca].